This data is from Forward reaction prediction with 1.9M reactions from USPTO patents (1976-2016). The task is: Predict the product of the given reaction. (1) Given the reactants [CH:1]1([CH2:4][O:5][C:6]2[CH:11]=[CH:10][C:9]([CH3:12])=[CH:8][C:7]=2[C:13]2[CH:18]=[CH:17][N:16]=[C:15]3[C:19]([C:31](O)=[O:32])=[C:20]([CH3:30])[N:21]([CH2:22][O:23][CH2:24][CH2:25][Si:26]([CH3:29])([CH3:28])[CH3:27])[C:14]=23)[CH2:3][CH2:2]1.[NH2:34][C@H:35]1[CH2:40][CH2:39][C@H:38]([NH:41][C:42](=[O:48])[O:43][C:44]([CH3:47])([CH3:46])[CH3:45])[CH2:37][CH2:36]1, predict the reaction product. The product is: [CH:1]1([CH2:4][O:5][C:6]2[CH:11]=[CH:10][C:9]([CH3:12])=[CH:8][C:7]=2[C:13]2[CH:18]=[CH:17][N:16]=[C:15]3[C:19]([C:31]([NH:34][C@H:35]4[CH2:40][CH2:39][C@H:38]([NH:41][C:42](=[O:48])[O:43][C:44]([CH3:46])([CH3:45])[CH3:47])[CH2:37][CH2:36]4)=[O:32])=[C:20]([CH3:30])[N:21]([CH2:22][O:23][CH2:24][CH2:25][Si:26]([CH3:27])([CH3:29])[CH3:28])[C:14]=23)[CH2:2][CH2:3]1. (2) Given the reactants [OH-].[K+].[CH3:3]C1C=CC(S(N(N=O)C)(=O)=O)=CC=1.C(O)CO.CCOCC.[NH:26]1[C:30]2[CH:31]=[CH:32][C:33]([N:35]3[CH:39]([C:40]4[CH:45]=[C:44]([F:46])[C:43]([F:47])=[CH:42][C:41]=4[F:48])[C:38]([CH3:49])=[C:37]([OH:50])[C:36]3=[O:51])=[CH:34][C:29]=2[N:28]=[CH:27]1, predict the reaction product. The product is: [NH:26]1[C:30]2[CH:31]=[CH:32][C:33]([N:35]3[CH:39]([C:40]4[CH:45]=[C:44]([F:46])[C:43]([F:47])=[CH:42][C:41]=4[F:48])[C:38]([CH3:49])=[C:37]([O:50][CH3:3])[C:36]3=[O:51])=[CH:34][C:29]=2[N:28]=[CH:27]1. (3) The product is: [Cl:1][C:2]1[N:3]=[C:4]2[C:9]([C:8]([NH:13][C:14]3[CH:19]=[C:18]([CH3:20])[CH:17]=[CH:16][C:15]=3[S:21][C:22]3[CH:27]=[CH:26][C:25]([NH:28][C:29](=[O:31])[CH3:30])=[CH:24][CH:23]=3)=[CH:7][CH:6]=[N:5]2)=[CH:10][CH:11]=1. Given the reactants [Cl:1][C:2]1[CH:11]=[CH:10][C:9]2[C:4](=[N:5][CH:6]=[CH:7][C:8]=2Cl)[N:3]=1.[NH2:13][C:14]1[CH:19]=[C:18]([CH3:20])[CH:17]=[CH:16][C:15]=1[S:21][C:22]1[CH:27]=[CH:26][C:25]([NH:28][C:29](=[O:31])[CH3:30])=[CH:24][CH:23]=1, predict the reaction product. (4) Given the reactants [F:1][C:2]1[CH:16]=[C:15]([F:17])[CH:14]=[CH:13][C:3]=1[C:4]([C:6]1([NH:9][C:10](=[O:12])[CH3:11])[CH2:8][CH2:7]1)=[O:5].[BH4-].[Na+].[Cl-].[NH4+], predict the reaction product. The product is: [F:1][C:2]1[CH:16]=[C:15]([F:17])[CH:14]=[CH:13][C:3]=1[CH:4]([OH:5])[C:6]1([NH:9][C:10](=[O:12])[CH3:11])[CH2:7][CH2:8]1. (5) Given the reactants [Cl:1][CH2:2][CH2:3][CH2:4][O:5][C:6]1[CH:11]=[CH:10][C:9]([C:12]2[S:13][C:14]3[CH:19]=[CH:18][N+:17]([CH3:20])=[CH:16][C:15]=3[N:21]=2)=[CH:8][CH:7]=1.[BH4-].[Na+], predict the reaction product. The product is: [Cl:1][CH2:2][CH2:3][CH2:4][O:5][C:6]1[CH:11]=[CH:10][C:9]([C:12]2[S:13][C:14]3[CH2:19][CH2:18][N:17]([CH3:20])[CH2:16][C:15]=3[N:21]=2)=[CH:8][CH:7]=1. (6) Given the reactants Br[C:2]1[CH:7]=[CH:6][C:5]([O:8][CH3:9])=[C:4]([CH2:10][N:11]([CH3:13])[CH3:12])[CH:3]=1.[Li]CCCC.CN([CH:22]=[O:23])C, predict the reaction product. The product is: [CH3:12][N:11]([CH2:10][C:4]1[CH:3]=[C:2]([CH:7]=[CH:6][C:5]=1[O:8][CH3:9])[CH:22]=[O:23])[CH3:13].